Dataset: NCI-60 drug combinations with 297,098 pairs across 59 cell lines. Task: Regression. Given two drug SMILES strings and cell line genomic features, predict the synergy score measuring deviation from expected non-interaction effect. (1) Drug 1: CNC(=O)C1=CC=CC=C1SC2=CC3=C(C=C2)C(=NN3)C=CC4=CC=CC=N4. Drug 2: C(CC(=O)O)C(=O)CN.Cl. Cell line: IGROV1. Synergy scores: CSS=7.04, Synergy_ZIP=-2.12, Synergy_Bliss=-0.170, Synergy_Loewe=-1.50, Synergy_HSA=-0.787. (2) Drug 1: CN1C2=C(C=C(C=C2)N(CCCl)CCCl)N=C1CCCC(=O)O.Cl. Drug 2: C(CCl)NC(=O)N(CCCl)N=O. Cell line: ACHN. Synergy scores: CSS=5.60, Synergy_ZIP=-0.247, Synergy_Bliss=4.29, Synergy_Loewe=1.47, Synergy_HSA=1.81. (3) Drug 1: CC12CCC(CC1=CCC3C2CCC4(C3CC=C4C5=CN=CC=C5)C)O. Drug 2: C#CCC(CC1=CN=C2C(=N1)C(=NC(=N2)N)N)C3=CC=C(C=C3)C(=O)NC(CCC(=O)O)C(=O)O. Cell line: NCI/ADR-RES. Synergy scores: CSS=7.73, Synergy_ZIP=-1.03, Synergy_Bliss=-1.09, Synergy_Loewe=-1.08, Synergy_HSA=-1.62.